This data is from Full USPTO retrosynthesis dataset with 1.9M reactions from patents (1976-2016). The task is: Predict the reactants needed to synthesize the given product. (1) Given the product [CH2:17]([O:5][C:1](=[O:6])[C:2]([CH2:4][O:12][CH2:7][CH2:8][P:69]([OH:103])([OH:71])=[O:70])=[CH2:3])[CH3:18].[CH3:105][CH:106]([CH2:121][C:122]([CH2:125][NH:126][C:127]([O:129][CH2:130][CH2:131][O:11][C:7]([C:8]([CH3:10])=[CH2:9])=[O:12])=[O:128])([CH3:124])[CH3:123])[CH2:107][CH2:108][NH:109][C:110]([O:112][CH2:113][CH2:114][O:5][C:1]([C:2]([CH3:4])=[CH2:3])=[O:6])=[O:111], predict the reactants needed to synthesize it. The reactants are: [C:1]([OH:6])(=[O:5])[C:2]([CH3:4])=[CH2:3].[C:7]([OH:12])(=[O:11])[C:8]([CH3:10])=[CH2:9].NC(O[CH2:17][CH3:18])=O.C(OCCO)(=O)C(C)=C.CC(C)(CC(C)CCN=C=O)CN=C=O.C12(C)C(C)(C)C(CC1)C(=O)C2=O.C(OC(=O)C1C=CC(N(C)C)=CC=1)C.[P:69](O)([OH:103])([O:71]CCCCCCCCCCOC(=O)C(C12CC1CC(C(OCC)=O)(C(OCC)=O)C2)=C)=[O:70].[CH3:105][CH:106]([CH2:121][C:122]([CH2:125][NH:126][C:127]([O:129][CH2:130][CH2:131]OC(C(C)=C)=O)=[O:128])([CH3:124])[CH3:123])[CH2:107][CH2:108][NH:109][C:110]([O:112][CH2:113][CH2:114]OC(C(C)=C)=O)=[O:111]. (2) The reactants are: [CH2:1]1[C:9]2[C:4](=[CH:5][C:6]([NH:10][C:11]3[CH:19]=[CH:18][CH:17]=[C:13]([C:14](O)=[O:15])[C:12]=3[C:20]([OH:22])=O)=[CH:7][CH:8]=2)[CH2:3][CH2:2]1.Br.[NH2:24][C@@:25]1([CH3:33])[CH2:30][CH2:29][C:28](=[O:31])[NH:27][C:26]1=[O:32]. Given the product [CH2:1]1[C:9]2[C:4](=[CH:5][C:6]([NH:10][C:11]3[CH:19]=[CH:18][CH:17]=[C:13]4[C:12]=3[C:20](=[O:22])[N:24]([C@@:25]3([CH3:33])[CH2:30][CH2:29][C:28](=[O:31])[NH:27][C:26]3=[O:32])[C:14]4=[O:15])=[CH:7][CH:8]=2)[CH2:3][CH2:2]1, predict the reactants needed to synthesize it. (3) Given the product [Cl:1][C:2]1[CH:7]=[CH:6][C:5]([C@H:8]2[C@H:13]([OH:14])[C@@H:12]([OH:15])[C@H:11]([OH:16])[C@@H:10]([CH2:17][O:18][C:29]([C:30]3[CH:35]=[CH:34][CH:33]=[CH:32][CH:31]=3)([C:42]3[CH:43]=[CH:44][CH:45]=[CH:46][CH:47]=3)[C:36]3[CH:37]=[CH:38][CH:39]=[CH:40][CH:41]=3)[O:9]2)=[CH:4][C:3]=1[CH2:19][C:20]1[CH:21]=[CH:22][C:23]([O:26][CH2:27][CH3:28])=[CH:24][CH:25]=1, predict the reactants needed to synthesize it. The reactants are: [Cl:1][C:2]1[CH:7]=[CH:6][C:5]([C@H:8]2[C@H:13]([OH:14])[C@@H:12]([OH:15])[C@H:11]([OH:16])[C@@H:10]([CH2:17][OH:18])[O:9]2)=[CH:4][C:3]=1[CH2:19][C:20]1[CH:25]=[CH:24][C:23]([O:26][CH2:27][CH3:28])=[CH:22][CH:21]=1.[C:29](Cl)([C:42]1[CH:47]=[CH:46][CH:45]=[CH:44][CH:43]=1)([C:36]1[CH:41]=[CH:40][CH:39]=[CH:38][CH:37]=1)[C:30]1[CH:35]=[CH:34][CH:33]=[CH:32][CH:31]=1. (4) Given the product [F:8][C:9]([F:15])([F:14])[CH2:10][CH2:11][CH2:12][C:17]1[CH:22]=[CH:21][C:20]([C:23]2[CH:24]=[CH:25][C:26]([S:29]([C:32]3([C:38]([O:40][C:41]([CH3:44])([CH3:43])[CH3:42])=[O:39])[CH2:37][CH2:36][O:35][CH2:34][CH2:33]3)(=[O:31])=[O:30])=[CH:27][CH:28]=2)=[CH:19][CH:18]=1, predict the reactants needed to synthesize it. The reactants are: N#N.Cl[Si](C)(C)C.[F:8][C:9]([F:15])([F:14])[CH2:10][CH2:11][CH2:12]I.Br[C:17]1[CH:22]=[CH:21][C:20]([C:23]2[CH:28]=[CH:27][C:26]([S:29]([C:32]3([C:38]([O:40][C:41]([CH3:44])([CH3:43])[CH3:42])=[O:39])[CH2:37][CH2:36][O:35][CH2:34][CH2:33]3)(=[O:31])=[O:30])=[CH:25][CH:24]=2)=[CH:19][CH:18]=1. (5) Given the product [Cl:1][C:2]1[CH:3]=[C:4]([C:10]2[C:11]([CH3:26])=[N:12][N:13]([CH2:16][C:17]3[CH:25]=[CH:24][C:20]([C:21]([NH:27][CH2:28][C:29]4([OH:32])[CH2:31][CH2:30]4)=[O:23])=[CH:19][CH:18]=3)[C:14]=2[CH3:15])[CH:5]=[CH:6][C:7]=1[C:8]#[N:9], predict the reactants needed to synthesize it. The reactants are: [Cl:1][C:2]1[CH:3]=[C:4]([C:10]2[C:11]([CH3:26])=[N:12][N:13]([CH2:16][C:17]3[CH:25]=[CH:24][C:20]([C:21]([OH:23])=O)=[CH:19][CH:18]=3)[C:14]=2[CH3:15])[CH:5]=[CH:6][C:7]=1[C:8]#[N:9].[NH2:27][CH2:28][C:29]1([OH:32])[CH2:31][CH2:30]1.CCN=C=NCCCN(C)C.C1C=CC2N(O)N=NC=2C=1.Cl. (6) The reactants are: Cl.[CH2:2]([O:4][C:5]([C:7]1([NH2:12])[CH2:9][CH:8]1[CH:10]=[CH2:11])=[O:6])[CH3:3].CN(C(ON1N=NC2C=CC=NC1=2)=[N+](C)C)C.F[P-](F)(F)(F)(F)F.[CH2:37]([N:43]([CH3:55])[C:44]([CH:46]1[CH2:50][CH:49]([OH:51])[CH2:48][CH:47]1[C:52](O)=[O:53])=[O:45])[CH2:38][CH2:39][CH2:40][CH:41]=[CH2:42].CCN(C(C)C)C(C)C. Given the product [CH2:2]([O:4][C:5]([C:7]1([NH:12][C:52]([CH:47]2[CH2:48][CH:49]([OH:51])[CH2:50][CH:46]2[C:44](=[O:45])[N:43]([CH2:37][CH2:38][CH2:39][CH2:40][CH:41]=[CH2:42])[CH3:55])=[O:53])[CH2:9][CH:8]1[CH:10]=[CH2:11])=[O:6])[CH3:3], predict the reactants needed to synthesize it.